This data is from NCI-60 drug combinations with 297,098 pairs across 59 cell lines. The task is: Regression. Given two drug SMILES strings and cell line genomic features, predict the synergy score measuring deviation from expected non-interaction effect. (1) Drug 1: CCC(=C(C1=CC=CC=C1)C2=CC=C(C=C2)OCCN(C)C)C3=CC=CC=C3.C(C(=O)O)C(CC(=O)O)(C(=O)O)O. Drug 2: C1=NC(=NC(=O)N1C2C(C(C(O2)CO)O)O)N. Cell line: SN12C. Synergy scores: CSS=-4.42, Synergy_ZIP=0.498, Synergy_Bliss=-3.65, Synergy_Loewe=-15.5, Synergy_HSA=-11.6. (2) Drug 1: COCCOC1=C(C=C2C(=C1)C(=NC=N2)NC3=CC=CC(=C3)C#C)OCCOC.Cl. Drug 2: CC1C(C(CC(O1)OC2CC(CC3=C2C(=C4C(=C3O)C(=O)C5=C(C4=O)C(=CC=C5)OC)O)(C(=O)CO)O)N)O.Cl. Cell line: T-47D. Synergy scores: CSS=50.6, Synergy_ZIP=-5.41, Synergy_Bliss=-1.68, Synergy_Loewe=3.18, Synergy_HSA=4.61. (3) Drug 1: C1=NC2=C(N1)C(=S)N=C(N2)N. Drug 2: CC12CCC3C(C1CCC2O)C(CC4=C3C=CC(=C4)O)CCCCCCCCCS(=O)CCCC(C(F)(F)F)(F)F. Cell line: NCI-H226. Synergy scores: CSS=15.1, Synergy_ZIP=-7.21, Synergy_Bliss=-0.479, Synergy_Loewe=0.568, Synergy_HSA=0.588. (4) Drug 2: B(C(CC(C)C)NC(=O)C(CC1=CC=CC=C1)NC(=O)C2=NC=CN=C2)(O)O. Cell line: EKVX. Drug 1: C1CN1P(=S)(N2CC2)N3CC3. Synergy scores: CSS=46.9, Synergy_ZIP=-1.24, Synergy_Bliss=-3.56, Synergy_Loewe=-3.24, Synergy_HSA=-3.12. (5) Drug 1: C1CN1C2=NC(=NC(=N2)N3CC3)N4CC4. Drug 2: COC1=C(C=C2C(=C1)N=CN=C2NC3=CC(=C(C=C3)F)Cl)OCCCN4CCOCC4. Cell line: BT-549. Synergy scores: CSS=25.3, Synergy_ZIP=2.66, Synergy_Bliss=2.93, Synergy_Loewe=-4.74, Synergy_HSA=1.26. (6) Drug 1: C(=O)(N)NO. Drug 2: C1CN(P(=O)(OC1)NCCCl)CCCl. Cell line: A498. Synergy scores: CSS=2.76, Synergy_ZIP=4.05, Synergy_Bliss=-2.19, Synergy_Loewe=1.69, Synergy_HSA=-1.02.